This data is from Reaction yield outcomes from USPTO patents with 853,638 reactions. The task is: Predict the reaction yield, written as a fraction of the theoretical maximum amount of product (1.0 means a 100% yield; for example, 0.34 means a 34% yield). (1) The reactants are [I:1][C:2]1[N:7]=[C:6]([CH3:8])[C:5]([OH:9])=[CH:4][CH:3]=1.[Cl:10][C:11]1[CH:16]=[C:15](Cl)[N:14]=[CH:13][N:12]=1.C([O-])([O-])=O.[K+].[K+]. The catalyst is CC(N(C)C)=O. The product is [Cl:10][C:11]1[CH:16]=[C:15]([O:9][C:5]2[C:6]([CH3:8])=[N:7][C:2]([I:1])=[CH:3][CH:4]=2)[N:14]=[CH:13][N:12]=1. The yield is 0.950. (2) The yield is 0.750. The reactants are [F:1][C:2]([F:21])([F:20])[O:3][C:4]1[CH:9]=[CH:8][C:7]([C:10]2[N:14]=[C:13]([C:15](OCC)=[O:16])[O:12][N:11]=2)=[CH:6][CH:5]=1.[NH2:22][NH2:23].O. The product is [F:1][C:2]([F:21])([F:20])[O:3][C:4]1[CH:9]=[CH:8][C:7]([C:10]2[N:14]=[C:13]([C:15]([NH:22][NH2:23])=[O:16])[O:12][N:11]=2)=[CH:6][CH:5]=1. The catalyst is CCO.